Dataset: Full USPTO retrosynthesis dataset with 1.9M reactions from patents (1976-2016). Task: Predict the reactants needed to synthesize the given product. Given the product [CH2:16]([O:15][C:12]1[CH:11]=[CH:10][C:9]([S:6]([C:5]2([C:4]([O:3][CH2:1][CH3:2])=[O:20])[CH2:31][CH2:30][O:29][CH2:28][CH2:27]2)(=[O:7])=[O:8])=[CH:14][CH:13]=1)[C:17]#[C:18][CH3:19], predict the reactants needed to synthesize it. The reactants are: [CH2:1]([O:3][C:4](=[O:20])[CH2:5][S:6]([C:9]1[CH:14]=[CH:13][C:12]([O:15][CH2:16][C:17]#[C:18][CH3:19])=[CH:11][CH:10]=1)(=[O:8])=[O:7])[CH3:2].C(=O)([O-])[O-].[K+].[K+].[CH2:27]1O[CH2:31][CH2:30][O:29][CH2:28][CH2:27]O[CH2:31][CH2:30][O:29][CH2:28][CH2:27]O[CH2:31][CH2:30][O:29][CH2:28]1.ClCCOCCCl.